From a dataset of Reaction yield outcomes from USPTO patents with 853,638 reactions. Predict the reaction yield, written as a fraction of the theoretical maximum amount of product (1.0 means a 100% yield; for example, 0.34 means a 34% yield). (1) The reactants are [CH2:1]([O:8][C:9]([NH:11][C@H:12]([C:19]1[CH:24]=[CH:23][CH:22]=[C:21]([NH:25][C:26]([O:28][CH2:29][CH2:30][C:31]2[CH:36]=[CH:35][C:34]([Br:37])=[CH:33][C:32]=2[CH3:38])=[O:27])[CH:20]=1)[CH2:13]C(OCC)=O)=[O:10])[C:2]1[CH:7]=[CH:6][CH:5]=[CH:4][CH:3]=1.NC1C=C([C@@H](NC(=O)OCC2C=CC=CC=2)C)C=CC=1.BrC1C=CC(CCO)=C(C)C=1. No catalyst specified. The product is [CH2:1]([O:8][C:9]([NH:11][C@H:12]([C:19]1[CH:20]=[C:21]([NH:25][C:26]([O:28][CH2:29][CH2:30][C:31]2[CH:36]=[CH:35][C:34]([Br:37])=[CH:33][C:32]=2[CH3:38])=[O:27])[CH:22]=[CH:23][CH:24]=1)[CH3:13])=[O:10])[C:2]1[CH:3]=[CH:4][CH:5]=[CH:6][CH:7]=1. The yield is 0.0900. (2) The reactants are CN(C)/[CH:3]=[CH:4]/[C:5]1[C:6]([N+:19]([O-])=O)=[C:7]([C:13]([N+:16]([O-])=O)=[CH:14][CH:15]=1)[C:8]([O:10][CH2:11][CH3:12])=[O:9]. The catalyst is [Ni].CCO. The product is [NH2:16][C:13]1[C:7]([C:8]([O:10][CH2:11][CH3:12])=[O:9])=[C:6]2[C:5]([CH:4]=[CH:3][NH:19]2)=[CH:15][CH:14]=1. The yield is 0.160. (3) The reactants are Cl[C:2]1[C:7]([CH3:8])=[C:6]([Cl:9])[N:5]=[CH:4][C:3]=1[C:10]([N:12]1[CH2:17][CH2:16][CH:15]([C:18]2[CH:23]=[CH:22][C:21]([F:24])=[CH:20][CH:19]=2)[CH2:14][CH2:13]1)=[O:11].[NH2:25][C:26]1[CH:31]=[CH:30][C:29]([CH3:32])=[CH:28][CH:27]=1. No catalyst specified. The product is [Cl:9][C:6]1[N:5]=[CH:4][C:3]([C:10]([N:12]2[CH2:17][CH2:16][CH:15]([C:18]3[CH:23]=[CH:22][C:21]([F:24])=[CH:20][CH:19]=3)[CH2:14][CH2:13]2)=[O:11])=[C:2]([NH:25][C:26]2[CH:31]=[CH:30][C:29]([CH3:32])=[CH:28][CH:27]=2)[C:7]=1[CH3:8]. The yield is 0.910. (4) The reactants are C[O:2][C:3]([C@@H:5]1[CH2:9][C@@H:8]([OH:10])[CH2:7][N:6]1[C:11](=[O:28])[C@@H:12]([NH:20][C:21]([O:23][C:24]([CH3:27])([CH3:26])[CH3:25])=[O:22])[CH2:13][CH2:14][CH2:15][CH2:16][CH2:17][CH:18]=[CH2:19])=[O:4].CO.O.[OH-].[Li+]. The catalyst is C1COCC1. The product is [C:24]([O:23][C:21]([NH:20][C@@H:12]([CH2:13][CH2:14][CH2:15][CH2:16][CH2:17][CH:18]=[CH2:19])[C:11]([N:6]1[CH2:7][C@H:8]([OH:10])[CH2:9][C@H:5]1[C:3]([OH:4])=[O:2])=[O:28])=[O:22])([CH3:27])([CH3:26])[CH3:25]. The yield is 0.960. (5) The catalyst is C(Cl)Cl. The yield is 0.523. The product is [CH3:1][S:2]([O:15][CH2:14][CH:13]([NH:16][C:17]([O:18][C:19]([CH3:20])([CH3:22])[CH3:21])=[O:23])[C:10]1[CH:11]=[CH:12][C:7]([Cl:6])=[CH:8][CH:9]=1)(=[O:4])=[O:3]. The reactants are [CH3:1][S:2](Cl)(=[O:4])=[O:3].[Cl:6][C:7]1[CH:12]=[CH:11][C:10]([CH:13]([NH:16][C:17](=[O:23])[O:18][C:19]([CH3:22])([CH3:21])[CH3:20])[CH2:14][OH:15])=[CH:9][CH:8]=1.C(N(CC)C(C)C)(C)C. (6) The reactants are [N+:1]([C:4]1[CH:5]=[C:6]([CH:11]=[CH:12][CH:13]=1)[C:7]([NH:9][NH2:10])=[O:8])([O-:3])=[O:2].[CH2:14](OC(OCC)OCC)C. No catalyst specified. The product is [N+:1]([C:4]1[CH:5]=[C:6]([C:7]2[O:8][CH:14]=[N:10][N:9]=2)[CH:11]=[CH:12][CH:13]=1)([O-:3])=[O:2]. The yield is 0.789.